This data is from Full USPTO retrosynthesis dataset with 1.9M reactions from patents (1976-2016). The task is: Predict the reactants needed to synthesize the given product. Given the product [Cl:1][C:2]1[CH:7]=[CH:6][CH:5]=[CH:4][C:3]=1[C:8]1[C:12]([C:13]([C:15]2[CH:16]=[CH:17][C:18]([O:21][CH:22]3[CH2:25][N:24]([CH2:26][CH2:27][CH3:28])[CH2:23]3)=[CH:19][CH:20]=2)=[CH2:36])=[C:11]([C:29]2[CH:34]=[CH:33][C:32]([OH:35])=[CH:31][CH:30]=2)[O:10][N:9]=1, predict the reactants needed to synthesize it. The reactants are: [Cl:1][C:2]1[CH:7]=[CH:6][CH:5]=[CH:4][C:3]=1[C:8]1[C:12]([C:13]([C:15]2[CH:20]=[CH:19][C:18]([O:21][CH:22]3[CH2:25][N:24]([CH2:26][CH2:27][CH3:28])[CH2:23]3)=[CH:17][CH:16]=2)=O)=[C:11]([C:29]2[CH:34]=[CH:33][C:32]([OH:35])=[CH:31][CH:30]=2)[O:10][N:9]=1.[CH3:36][Li].O.